From a dataset of Full USPTO retrosynthesis dataset with 1.9M reactions from patents (1976-2016). Predict the reactants needed to synthesize the given product. (1) Given the product [Br:3][C:4]1[C:8]([C:9]([OH:11])=[O:10])=[CH:7][N:6]([CH3:14])[N:5]=1, predict the reactants needed to synthesize it. The reactants are: [OH-].[Na+].[Br:3][C:4]1[C:8]([C:9]([O:11]CC)=[O:10])=[CH:7][N:6]([CH3:14])[N:5]=1.Cl. (2) The reactants are: Br[C:2]1[C:3](Cl)=[N:4][CH:5]=[C:6]([CH:21]=1)[C:7]([NH:9][C:10]1[CH:15]=[CH:14][C:13]([O:16][C:17]([F:20])([F:19])[F:18])=[CH:12][CH:11]=1)=[O:8].[NH:23]([CH2:27][CH2:28][OH:29])[CH2:24][CH2:25][OH:26].CCN(C(C)C)C(C)C.[N:39]1[CH:44]=[C:43](B(O)O)[CH:42]=[N:41][CH:40]=1. Given the product [OH:26][CH2:25][CH2:24][NH:23][CH2:27][CH2:28][O:29][C:3]1[C:2]([C:43]2[CH:44]=[N:39][CH:40]=[N:41][CH:42]=2)=[CH:21][C:6]([C:7]([NH:9][C:10]2[CH:15]=[CH:14][C:13]([O:16][C:17]([F:20])([F:19])[F:18])=[CH:12][CH:11]=2)=[O:8])=[CH:5][N:4]=1, predict the reactants needed to synthesize it. (3) The reactants are: [CH:1]([C:4]1[CH:9]=[CH:8][C:7]([NH:10][C:11]([C:13]2[CH:18]=[C:17]([C:19]3[CH:24]=[C:23]([NH:25]C(=O)OCC4C=CC=CC=4)[C:22](=[O:36])[NH:21][CH:20]=3)[CH:16]=[CH:15][N:14]=2)=[O:12])=[CH:6][C:5]=1[CH3:37])([CH3:3])[CH3:2]. Given the product [NH2:25][C:23]1[C:22](=[O:36])[NH:21][CH:20]=[C:19]([C:17]2[CH:16]=[CH:15][N:14]=[C:13]([C:11]([NH:10][C:7]3[CH:8]=[CH:9][C:4]([CH:1]([CH3:2])[CH3:3])=[C:5]([CH3:37])[CH:6]=3)=[O:12])[CH:18]=2)[CH:24]=1, predict the reactants needed to synthesize it.